Dataset: Reaction yield outcomes from USPTO patents with 853,638 reactions. Task: Predict the reaction yield, written as a fraction of the theoretical maximum amount of product (1.0 means a 100% yield; for example, 0.34 means a 34% yield). The reactants are [N+:1]([C:4]1[CH:9]=[C:8](Cl)[CH:7]=[CH:6][C:5]=1[N:11]([CH3:19])[C:12](=O)OC(C)(C)C)([O-])=O.[C:20]1([OH:26])[CH:25]=[CH:24][CH:23]=[CH:22][CH:21]=1.[H-].[Na+].C(O)(=O)[CH2:30][OH:31].C(=O)(O)[O-].[Na+]. The catalyst is O1CCCC1.CN(C=O)C. The product is [O:26]([C:7]1[CH:8]=[CH:9][C:4]2[N:1]=[C:19]([CH2:30][OH:31])[N:11]([CH3:12])[C:5]=2[CH:6]=1)[C:20]1[CH:25]=[CH:24][CH:23]=[CH:22][CH:21]=1. The yield is 0.730.